This data is from Catalyst prediction with 721,799 reactions and 888 catalyst types from USPTO. The task is: Predict which catalyst facilitates the given reaction. (1) Reactant: II.[CH3:3][C:4]1([CH3:10])[CH2:8][O:7][C:6](=[O:9])[NH:5]1.C(O[I:15](C1C=CC=CC=1)OC(=O)C)(=O)C. Product: [I:15][N:5]1[C:4]([CH3:10])([CH3:3])[CH2:8][O:7][C:6]1=[O:9]. The catalyst class is: 48. (2) Product: [OH:13][C:14]1[CH:15]=[CH:16][C:17]([C:20]2[CH:21]=[C:22]3[C:26](=[CH:27][C:28]=2[C:29]2[CH:34]=[CH:33][C:32]([OH:35])=[CH:31][CH:30]=2)[NH:25][N:24]=[C:23]3[NH:43][C:44](=[O:48])[CH2:45][CH2:46][CH3:47])=[CH:18][CH:19]=1. Reactant: C[Si](I)(C)C.C1(C[O:13][C:14]2[CH:19]=[CH:18][C:17]([C:20]3[CH:21]=[C:22]4[C:26](=[CH:27][C:28]=3[C:29]3[CH:34]=[CH:33][C:32]([O:35]CC5C=CC=CC=5)=[CH:31][CH:30]=3)[NH:25][N:24]=[C:23]4[NH:43][C:44](=[O:48])[CH2:45][CH2:46][CH3:47])=[CH:16][CH:15]=2)C=CC=CC=1. The catalyst class is: 5. (3) Reactant: [NH:1]([C:15]([O:17][CH2:18][CH:19]1[C:31]2[C:26](=[CH:27][CH:28]=[CH:29][CH:30]=2)[C:25]2[C:20]1=[CH:21][CH:22]=[CH:23][CH:24]=2)=[O:16])[C@H:2]([C:12]([OH:14])=[O:13])[CH2:3][O:4][CH2:5][C:6]1[CH:11]=[CH:10][CH:9]=[CH:8][CH:7]=1.[B-](F)(F)(F)F.CN(C(O[N:45]1[C:50](=[O:51])[CH2:49][CH2:48][C:46]1=[O:47])=[N+](C)C)C.CCN(C(C)C)C(C)C. Product: [NH:1]([C:15]([O:17][CH2:18][CH:19]1[C:31]2[C:26](=[CH:27][CH:28]=[CH:29][CH:30]=2)[C:25]2[C:20]1=[CH:21][CH:22]=[CH:23][CH:24]=2)=[O:16])[C@H:2]([C:12]([O:14][N:45]1[C:50](=[O:51])[CH2:49][CH2:48][C:46]1=[O:47])=[O:13])[CH2:3][O:4][CH2:5][C:6]1[CH:11]=[CH:10][CH:9]=[CH:8][CH:7]=1. The catalyst class is: 3. (4) Reactant: Cl[C:2]1[N:7]=[C:6]([N:8]([CH3:10])[CH3:9])[CH:5]=[C:4]([CH3:11])[N:3]=1.Cl.[CH2:13]([O:15][C:16]([C@H:18]1[CH2:23][CH2:22][C@@H:21]([NH2:24])[CH2:20][CH2:19]1)=[O:17])[CH3:14].CCN(C(C)C)C(C)C. Product: [CH2:13]([O:15][C:16]([C@H:18]1[CH2:23][CH2:22][C@@H:21]([NH:24][C:2]2[N:7]=[C:6]([N:8]([CH3:10])[CH3:9])[CH:5]=[C:4]([CH3:11])[N:3]=2)[CH2:20][CH2:19]1)=[O:17])[CH3:14]. The catalyst class is: 41. (5) Reactant: [NH2:1][C:2]1[N:23]=[C:22](Cl)[CH:21]=[CH:20][C:3]=1[C:4]([NH:6][CH2:7][C:8]1[S:9][C:10]([O:13][C:14]2[CH:19]=[CH:18][CH:17]=[CH:16][CH:15]=2)=[CH:11][CH:12]=1)=[O:5].C1C=CC(CC(NCN[C@H](C(O)=O)CC2C=CC([N+]([O-])=O)=CC=2)=O)=CC=1.[Cl:51][C:52]1[CH:59]=[CH:58][C:55]([CH2:56][NH2:57])=[CH:54][CH:53]=1.C(N(CC)C(C)C)(C)C.C(CN)O.FC(F)(F)C(O)=O. Product: [NH2:1][C:2]1[N:23]=[C:22]([NH:57][CH2:56][C:55]2[CH:58]=[CH:59][C:52]([Cl:51])=[CH:53][CH:54]=2)[CH:21]=[CH:20][C:3]=1[C:4]([NH:6][CH2:7][C:8]1[S:9][C:10]([O:13][C:14]2[CH:19]=[CH:18][CH:17]=[CH:16][CH:15]=2)=[CH:11][CH:12]=1)=[O:5]. The catalyst class is: 58. (6) Reactant: [Br:1][C:2]1[C:3]([C@@H:19]([NH:29][S@](C(C)(C)C)=O)[CH2:20][C:21]2[CH:26]=[C:25]([F:27])[CH:24]=[C:23]([F:28])[CH:22]=2)=[N:4][CH:5]=[C:6]([N:8]2[C:16](=[O:17])[C:15]3[C:10](=[CH:11][CH:12]=[CH:13][CH:14]=3)[C:9]2=[O:18])[CH:7]=1.[ClH:36].O1CCOCC1. Product: [ClH:36].[NH2:29][C@H:19]([C:3]1[N:4]=[CH:5][C:6]([N:8]2[C:9](=[O:18])[C:10]3[C:15](=[CH:14][CH:13]=[CH:12][CH:11]=3)[C:16]2=[O:17])=[CH:7][C:2]=1[Br:1])[CH2:20][C:21]1[CH:26]=[C:25]([F:27])[CH:24]=[C:23]([F:28])[CH:22]=1. The catalyst class is: 5.